From a dataset of Reaction yield outcomes from USPTO patents with 853,638 reactions. Predict the reaction yield, written as a fraction of the theoretical maximum amount of product (1.0 means a 100% yield; for example, 0.34 means a 34% yield). (1) The reactants are [C:1]([C:3]1[C:11]2[C:6](=[CH:7][C:8]([OH:12])=[CH:9][CH:10]=2)[N:5]([CH:13]2[CH2:16][CH2:15][CH2:14]2)[C:4]=1[C:17]1[CH:22]=[CH:21][C:20]([NH:23][C:24]([NH:26][CH:27]([CH3:29])[CH3:28])=[O:25])=[CH:19][CH:18]=1)#[N:2].C([O-])([O-])=O.[K+].[K+].Br[CH2:37][CH2:38][CH2:39][Cl:40]. The catalyst is C(#N)C. The product is [Cl:40][CH2:39][CH2:38][CH2:37][O:12][C:8]1[CH:7]=[C:6]2[C:11]([C:3]([C:1]#[N:2])=[C:4]([C:17]3[CH:18]=[CH:19][C:20]([NH:23][C:24]([NH:26][CH:27]([CH3:29])[CH3:28])=[O:25])=[CH:21][CH:22]=3)[N:5]2[CH:13]2[CH2:14][CH2:15][CH2:16]2)=[CH:10][CH:9]=1. The yield is 0.860. (2) The reactants are [F:1][C:2]1[CH:11]=[C:10]2[C:5]([CH:6]=[CH:7][CH:8]=[N:9]2)=[CH:4][C:3]=1[CH2:12][N:13]1[C:21]2[C:16](=[N:17][CH:18]=[C:19]([C:22](=O)[CH3:23])[N:20]=2)[N:15]=[N:14]1.Cl.[NH2:26][OH:27]. No catalyst specified. The product is [F:1][C:2]1[CH:11]=[C:10]2[C:5]([CH:6]=[CH:7][CH:8]=[N:9]2)=[CH:4][C:3]=1[CH2:12][N:13]1[C:21]2=[N:20][C:19](/[C:22](=[N:26]/[OH:27])/[CH3:23])=[CH:18][N:17]=[C:16]2[N:15]=[N:14]1. The yield is 0.620. (3) The reactants are [Cl:1][C:2]1[CH:3]=[C:4]([NH:9][CH2:10][C:11]2[CH:16]=[CH:15][C:14]([O:17][CH3:18])=[C:13]([O:19][CH3:20])[CH:12]=2)[CH:5]=[CH:6][C:7]=1[F:8].Cl[C:22]1[N:31]=[CH:30][C:29]2[C:24](=[CH:25][C:26]([F:35])=[C:27]([N+:32]([O-:34])=[O:33])[CH:28]=2)[N:23]=1.C(OCC)C. The catalyst is C(O)(C)C.C(Cl)Cl. The product is [Cl:1][C:2]1[CH:3]=[C:4]([N:9]([CH2:10][C:11]2[CH:16]=[CH:15][C:14]([O:17][CH3:18])=[C:13]([O:19][CH3:20])[CH:12]=2)[C:30]2[C:29]3[C:24](=[CH:25][C:26]([F:35])=[C:27]([N+:32]([O-:34])=[O:33])[CH:28]=3)[N:23]=[CH:22][N:31]=2)[CH:5]=[CH:6][C:7]=1[F:8]. The yield is 0.860. (4) The reactants are [F:1][C:2]([F:35])([F:34])[C:3]1[CH:4]=[C:5]([CH:27]=[C:28]([C:30]([F:33])([F:32])[F:31])[CH:29]=1)[CH2:6][N:7]1[CH2:14][CH2:13][CH2:12][O:11][C:10]2[N:15]=[C:16](Cl)[CH:17]=[C:18]([C:19]3[CH:24]=[CH:23][CH:22]=[CH:21][CH:20]=3)[C:9]=2[C:8]1=[O:26].[N:36]1([CH:42]2[CH2:47][CH2:46][NH:45][CH2:44][CH2:43]2)[CH2:41][CH2:40][CH2:39][CH2:38][CH2:37]1. No catalyst specified. The product is [F:1][C:2]([F:35])([F:34])[C:3]1[CH:4]=[C:5]([CH:27]=[C:28]([C:30]([F:33])([F:32])[F:31])[CH:29]=1)[CH2:6][N:7]1[CH2:14][CH2:13][CH2:12][O:11][C:10]2[N:15]=[C:16]([N:45]3[CH2:46][CH2:47][CH:42]([N:36]4[CH2:41][CH2:40][CH2:39][CH2:38][CH2:37]4)[CH2:43][CH2:44]3)[CH:17]=[C:18]([C:19]3[CH:24]=[CH:23][CH:22]=[CH:21][CH:20]=3)[C:9]=2[C:8]1=[O:26]. The yield is 0.480.